Dataset: Reaction yield outcomes from USPTO patents with 853,638 reactions. Task: Predict the reaction yield, written as a fraction of the theoretical maximum amount of product (1.0 means a 100% yield; for example, 0.34 means a 34% yield). (1) The reactants are [CH3:1][N:2]([C:19]1[CH:24]=[CH:23][CH:22]=[CH:21][CH:20]=1)[C:3]1[N:8]=[C:7]([NH2:9])[N:6]=[C:5]([C:10]2[N:14]=[C:13]([C:15](Cl)(Cl)Cl)[O:12][N:11]=2)[N:4]=1.Cl.[F:26][C:27]1[CH:32]=[CH:31][C:30]([CH:33]2[CH2:36][NH:35][CH2:34]2)=[CH:29][CH:28]=1.[O:37]1CCOCC1. The catalyst is C(O)(=O)CC(CC(O)=O)(C(O)=O)O. The product is [NH2:9][C:7]1[N:8]=[C:3]([N:2]([CH3:1])[C:19]2[CH:24]=[CH:23][CH:22]=[CH:21][CH:20]=2)[N:4]=[C:5]([C:10]2[N:14]=[C:13]([C:15]([N:35]3[CH2:34][CH:33]([C:30]4[CH:29]=[CH:28][C:27]([F:26])=[CH:32][CH:31]=4)[CH2:36]3)=[O:37])[O:12][N:11]=2)[N:6]=1. The yield is 0.650. (2) The reactants are [C:1]1([CH:7]2[CH2:12][CH2:11][CH2:10][CH2:9][C:8]2=[O:13])[CH:6]=[CH:5][CH:4]=[CH:3][CH:2]=1.[Br:14]Br. The yield is 0.380. The catalyst is C(Cl)(Cl)Cl. The product is [Br:14][CH:9]1[CH2:10][CH2:11][CH2:12][CH:7]([C:1]2[CH:6]=[CH:5][CH:4]=[CH:3][CH:2]=2)[C:8]1=[O:13]. (3) The reactants are [O:1]([CH3:3])[Na].Cl[C:5]1[CH:10]=[C:9]([O:11][CH2:12][C:13]2[CH:18]=[CH:17][C:16]([O:19][CH3:20])=[CH:15][CH:14]=2)[N:8]=[C:7]([C:21]2[CH:26]=[CH:25][CH:24]=[CH:23][CH:22]=2)[N:6]=1. The catalyst is CO. The product is [CH3:3][O:1][C:5]1[CH:10]=[C:9]([O:11][CH2:12][C:13]2[CH:18]=[CH:17][C:16]([O:19][CH3:20])=[CH:15][CH:14]=2)[N:8]=[C:7]([C:21]2[CH:26]=[CH:25][CH:24]=[CH:23][CH:22]=2)[N:6]=1. The yield is 0.640. (4) The product is [NH2:6][CH2:39][C:36]1[C:37](=[O:38])[N:32]([CH2:31][C:30]2[CH:53]=[CH:54][CH:55]=[CH:56][C:29]=2[Cl:28])[N:33]=[C:34]([C:45]2[CH:50]=[CH:49][C:48]([F:51])=[C:47]([CH3:52])[CH:46]=2)[CH:35]=1. No catalyst specified. The reactants are C(C1C(=O)[N:6](CC2C=CC(F)=C(F)C=2)N=C(C2C=CC(F)=C(C)C=2)C=1)(O)=O.[Cl:28][C:29]1[CH:56]=[CH:55][CH:54]=[CH:53][C:30]=1[CH2:31][N:32]1[C:37](=[O:38])[C:36]([CH2:39]OS(C)(=O)=O)=[CH:35][C:34]([C:45]2[CH:50]=[CH:49][C:48]([F:51])=[C:47]([CH3:52])[CH:46]=2)=[N:33]1.FC1C=C(C=CC=1F)CN1C(=O)C(CO)=CC(C2C=CC(F)=C(C)C=2)=N1. The yield is 0.267. (5) The reactants are Br[C:2]1[CH:3]([CH2:7][CH:8]=[O:9])[CH2:4][CH2:5][CH:6]=1.C([O-])([O-])=O.[Na+].[Na+].[C:16]1(B(O)O)[CH:21]=[CH:20][CH:19]=[CH:18][CH:17]=1.C(OCC)C. The catalyst is C1C=CC=CC=1.CCO.C1C=CC([P]([Pd]([P](C2C=CC=CC=2)(C2C=CC=CC=2)C2C=CC=CC=2)([P](C2C=CC=CC=2)(C2C=CC=CC=2)C2C=CC=CC=2)[P](C2C=CC=CC=2)(C2C=CC=CC=2)C2C=CC=CC=2)(C2C=CC=CC=2)C2C=CC=CC=2)=CC=1. The product is [C:16]1([C:2]2[CH:3]([CH2:7][CH:8]=[O:9])[CH2:4][CH2:5][CH:6]=2)[CH:21]=[CH:20][CH:19]=[CH:18][CH:17]=1. The yield is 0.620. (6) The reactants are [N+:1]([C:4]1[CH:9]=[CH:8][C:7]([C:10]2[CH:15]=[CH:14][C:13]([O:16][C:17]([F:20])([F:19])[F:18])=[CH:12][CH:11]=2)=[CH:6][CH:5]=1)([O-])=O. The catalyst is [Pt].CO. The product is [NH2:1][C:4]1[CH:9]=[CH:8][C:7]([C:10]2[CH:15]=[CH:14][C:13]([O:16][C:17]([F:18])([F:19])[F:20])=[CH:12][CH:11]=2)=[CH:6][CH:5]=1. The yield is 0.960.